This data is from Reaction yield outcomes from USPTO patents with 853,638 reactions. The task is: Predict the reaction yield, written as a fraction of the theoretical maximum amount of product (1.0 means a 100% yield; for example, 0.34 means a 34% yield). (1) The reactants are [OH:1][C:2]1[C:6]([CH3:8])([CH3:7])[O:5][C:4](=[O:9])[CH:3]=1.C(N(CC)CC)C.[O:17](S(C(F)(F)F)(=O)=O)[S:18]([C:21]([F:24])([F:23])[F:22])(=O)=[O:19]. The catalyst is C(Cl)Cl. The product is [F:22][C:21]([F:24])([F:23])[S:18]([O:1][C:2]1[C:6]([CH3:8])([CH3:7])[O:5][C:4](=[O:9])[CH:3]=1)(=[O:19])=[O:17]. The yield is 0.890. (2) The product is [NH2:7][C@H:8]1[CH2:9][CH2:10][C@H:11]([CH2:14][NH:15][C:16]2[C:21]([N+:22]([O-:24])=[O:23])=[CH:20][N:19]=[C:18]([NH:27][CH2:28][C:29]3[CH:30]=[N:31][CH:32]=[CH:33][C:34]=3[Cl:35])[N:17]=2)[CH2:12][CH2:13]1. The reactants are C(OC(=O)[NH:7][CH:8]1[CH2:13][CH2:12][CH:11]([CH2:14][NH:15][C:16]2[C:21]([N+:22]([O-:24])=[O:23])=[CH:20][N:19]=[C:18](Cl)[N:17]=2)[CH2:10][CH2:9]1)(C)(C)C.[NH2:27][CH2:28][C:29]1[CH:30]=[N:31][CH:32]=[CH:33][C:34]=1[Cl:35]. The catalyst is C(Cl)Cl. The yield is 0.340. (3) The reactants are [CH3:1][C:2]([O:41][CH2:42][C@@H:43]1[CH2:45][O:44]1)([CH3:40])[CH2:3][N:4]1[CH:8]=[CH:7][C:6]([NH:9][C:10]([CH:12]2[CH:16]([C:17]3[CH:22]=[CH:21][CH:20]=[C:19]([Cl:23])[C:18]=3[F:24])[C:15]([C:27]3[CH:32]=[CH:31][C:30]([Cl:33])=[CH:29][C:28]=3[F:34])([C:25]#[N:26])[CH:14]([CH2:35][C:36]([CH3:39])([CH3:38])[CH3:37])[NH:13]2)=[O:11])=[N:5]1.C([NH:50][CH2:51][C:52]([OH:54])=[O:53])(C)(C)C. The catalyst is C(O)(C)C. The product is [Cl:23][C:19]1[C:18]([F:24])=[C:17]([C@@H:16]2[C@:15]([C:27]3[CH:32]=[CH:31][C:30]([Cl:33])=[CH:29][C:28]=3[F:34])([C:25]#[N:26])[C@H:14]([CH2:35][C:36]([CH3:38])([CH3:37])[CH3:39])[NH:13][C@H:12]2[C:10]([NH:9][C:6]2[CH:7]=[CH:8][N:4]([CH2:3][C:2]([CH3:1])([CH3:40])[O:41][CH2:42][C@@H:43]([OH:44])[CH2:45][NH:50][CH2:51][C:52]([OH:54])=[O:53])[N:5]=2)=[O:11])[CH:22]=[CH:21][CH:20]=1. The yield is 0.190. (4) The reactants are [N+:1]([C:4]1[CH:9]=[CH:8][CH:7]=[CH:6][C:5]=1[CH:10]([C:18](=[O:25])[CH2:19][CH2:20][C:21]([O:23][CH3:24])=[O:22])C(OC(C)(C)C)=O)([O-:3])=[O:2].FC(F)(F)C(O)=O.C([SiH](CC)CC)C. The catalyst is C(Cl)Cl. The product is [N+:1]([C:4]1[CH:9]=[CH:8][CH:7]=[CH:6][C:5]=1[CH2:10][C:18](=[O:25])[CH2:19][CH2:20][C:21]([O:23][CH3:24])=[O:22])([O-:3])=[O:2]. The yield is 0.990. (5) The reactants are I[C:2]1[CH:10]=[CH:9][CH:8]=[C:7]2[C:3]=1[C:4](=[O:12])[C:5](=[O:11])[NH:6]2.CN(C)C=O.[H-].[Na+].CI. The catalyst is [Cl-].[Na+].O. The product is [NH:6]1[C:7]2[C:3](=[CH:2][CH:10]=[CH:9][CH:8]=2)[C:4](=[O:12])[C:5]1=[O:11]. The yield is 1.00. (6) The reactants are [N+:1]([C:4]1[CH:9]=[C:8]([N+:10]([O-:12])=[O:11])[CH:7]=[CH:6][C:5]=1[CH2:13][C:14](O)=[O:15])([O-:3])=[O:2].O.C(OCC)(=O)C. The catalyst is C1COCC1. The product is [N+:1]([C:4]1[CH:9]=[C:8]([N+:10]([O-:12])=[O:11])[CH:7]=[CH:6][C:5]=1[CH2:13][CH2:14][OH:15])([O-:3])=[O:2]. The yield is 0.980. (7) The reactants are [H-].[Na+].[Br:3][C:4]1[CH:9]=[C:8]([F:10])[CH:7]=[CH:6][C:5]=1[CH:11]([NH:13][C:14](=[O:20])[O:15][C:16]([CH3:19])([CH3:18])[CH3:17])[CH3:12].[CH3:21]I. The catalyst is CN(C=O)C.C(OCC)(=O)C. The product is [Br:3][C:4]1[CH:9]=[C:8]([F:10])[CH:7]=[CH:6][C:5]=1[CH:11]([N:13]([CH3:21])[C:14](=[O:20])[O:15][C:16]([CH3:19])([CH3:18])[CH3:17])[CH3:12]. The yield is 0.980. (8) The product is [C:41]([N:6]1[CH2:7][CH2:8][C:9]2[N:1]=[C:2]([NH:10][C:11]([C:13]3[C:18]4[N:19]=[C:20]([NH:22][C:23]([C:25]5[N:26]=[CH:27][C:28]6[C:33]([CH:34]=5)=[CH:32][CH:31]=[CH:30][CH:29]=6)=[O:24])[NH:21][C:17]=4[CH:16]=[CH:15][CH:14]=3)=[O:12])[S:3][C:4]=2[CH2:5]1)(=[O:48])[C:42]1[CH:47]=[CH:46][CH:45]=[CH:44][CH:43]=1. The reactants are [N:1]1[C:9]2[CH2:8][CH2:7][NH:6][CH2:5][C:4]=2[S:3][C:2]=1[NH:10][C:11]([C:13]1[C:18]2[NH:19][C:20]([NH:22][C:23]([C:25]3[N:26]=[CH:27][C:28]4[C:33]([CH:34]=3)=[CH:32][CH:31]=[CH:30][CH:29]=4)=[O:24])=[N:21][C:17]=2[CH:16]=[CH:15][CH:14]=1)=[O:12].N1C=CC=CC=1.[C:41](Cl)(=[O:48])[C:42]1[CH:47]=[CH:46][CH:45]=[CH:44][CH:43]=1. The catalyst is C(Cl)Cl.C(OCC)(=O)C. The yield is 0.470.